Dataset: Reaction yield outcomes from USPTO patents with 853,638 reactions. Task: Predict the reaction yield, written as a fraction of the theoretical maximum amount of product (1.0 means a 100% yield; for example, 0.34 means a 34% yield). (1) The reactants are Br[C:2]1[C:11]([CH3:12])=[C:10]([C:13]([NH:15][N:16]([C:21]2[CH:26]=[CH:25][CH:24]=[CH:23][CH:22]=2)[C:17]([O:19][CH3:20])=[O:18])=[O:14])[C:9]2[C:4](=[CH:5][CH:6]=[CH:7][CH:8]=2)[N:3]=1.[NH:27]1[CH2:31][CH2:30][CH2:29][CH2:28]1. The catalyst is CC(N(C)C)=O. The product is [CH3:12][C:11]1[C:2]([N:27]2[CH2:31][CH2:30][CH2:29][CH2:28]2)=[N:3][C:4]2[C:9]([C:10]=1[C:13]([NH:15][N:16]([C:21]1[CH:26]=[CH:25][CH:24]=[CH:23][CH:22]=1)[C:17]([O:19][CH3:20])=[O:18])=[O:14])=[CH:8][CH:7]=[CH:6][CH:5]=2. The yield is 0.580. (2) The reactants are [NH2:1][C:2]1[CH:3]=[N:4][C:5]2[C:10]([C:11]=1[CH3:12])=[CH:9][CH:8]=[CH:7][CH:6]=2.[CH3:13][CH:14]([CH3:33])[CH2:15][CH:16]([C:22]1[CH:32]=[CH:31][C:25]([C:26]([O:28][CH2:29][CH3:30])=[O:27])=[CH:24][CH:23]=1)OS(C)(=O)=O.C(=O)([O-])[O-].[K+].[K+]. The catalyst is C(#N)C.[Cl-].[Na+].O. The product is [CH3:33][CH:14]([CH3:13])[CH2:15][CH:16]([C:22]1[CH:23]=[CH:24][C:25]([C:26]([O:28][CH2:29][CH3:30])=[O:27])=[CH:31][CH:32]=1)[NH:1][C:2]1[CH:3]=[N:4][C:5]2[C:10]([C:11]=1[CH3:12])=[CH:9][CH:8]=[CH:7][CH:6]=2. The yield is 0.100. (3) The reactants are C([O:3][C:4]([C:6]1[N:14]([CH2:15][C:16]2[CH:21]=[CH:20][C:19]([O:22][CH3:23])=[CH:18][CH:17]=2)[C:13]2[CH:12]=[CH:11][N:10]=[CH:9][C:8]=2[C:7]=1[NH:24][C:25]1[CH:30]=[CH:29][C:28]([I:31])=[CH:27][C:26]=1[F:32])=[O:5])C.[OH-].[Na+]. No catalyst specified. The product is [F:32][C:26]1[CH:27]=[C:28]([I:31])[CH:29]=[CH:30][C:25]=1[NH:24][C:7]1[C:8]2[CH:9]=[N:10][CH:11]=[CH:12][C:13]=2[N:14]([CH2:15][C:16]2[CH:21]=[CH:20][C:19]([O:22][CH3:23])=[CH:18][CH:17]=2)[C:6]=1[C:4]([OH:5])=[O:3]. The yield is 0.890. (4) The reactants are [Cl:1][C:2]1[N:7]=[C:6]([C:8]2[CH:9]=[C:10]([NH2:14])[CH:11]=[CH:12][CH:13]=2)[CH:5]=[CH:4][N:3]=1.[C:15]([O:19][C:20]([N:22]1[CH2:26][CH2:25][C:24](=O)[CH2:23]1)=[O:21])([CH3:18])([CH3:17])[CH3:16]. No catalyst specified. The product is [C:15]([O:19][C:20]([N:22]1[CH2:26][CH2:25][CH:24]([NH:14][C:10]2[CH:11]=[CH:12][CH:13]=[C:8]([C:6]3[CH:5]=[CH:4][N:3]=[C:2]([Cl:1])[N:7]=3)[CH:9]=2)[CH2:23]1)=[O:21])([CH3:18])([CH3:16])[CH3:17]. The yield is 0.700.